Dataset: Forward reaction prediction with 1.9M reactions from USPTO patents (1976-2016). Task: Predict the product of the given reaction. (1) Given the reactants [CH3:1][O:2][C:3]1[CH:4]=[C:5]([CH:24]=[CH:25][C:26]=1[O:27][CH3:28])[O:6][CH2:7][C:8]#[C:9][C:10]([C@@H:12]1[CH2:16][CH2:15][CH2:14][N:13]1[C:17]([O:19][C:20]([CH3:23])([CH3:22])[CH3:21])=[O:18])=O.[CH3:29][NH:30][NH2:31].C([O-])(=O)C.[Na+], predict the reaction product. The product is: [CH3:1][O:2][C:3]1[CH:4]=[C:5]([CH:24]=[CH:25][C:26]=1[O:27][CH3:28])[O:6][CH2:7][C:8]1[N:30]([CH3:29])[N:31]=[C:10]([C@@H:12]2[CH2:16][CH2:15][CH2:14][N:13]2[C:17]([O:19][C:20]([CH3:23])([CH3:22])[CH3:21])=[O:18])[CH:9]=1. (2) Given the reactants [O:1]1[CH2:6][CH2:5][N:4]([CH2:7][CH2:8][NH:9][C:10]([NH:12][C:13]2[CH:18]=[CH:17][C:16]([C:19]([F:22])([F:21])[F:20])=[CH:15][C:14]=2[N+:23]([O-])=O)=[O:11])[CH2:3][CH2:2]1, predict the reaction product. The product is: [NH2:23][C:14]1[CH:15]=[C:16]([C:19]([F:21])([F:22])[F:20])[CH:17]=[CH:18][C:13]=1[NH:12][C:10]([NH:9][CH2:8][CH2:7][N:4]1[CH2:3][CH2:2][O:1][CH2:6][CH2:5]1)=[O:11]. (3) Given the reactants [CH2:1]([O:8][C:9]1[CH:14]=[C:13]([O:15][CH2:16][C:17]2[CH:22]=[CH:21][CH:20]=[CH:19][CH:18]=2)[CH:12]=[C:11]([OH:23])[C:10]=1[C:24](=[O:26])[CH3:25])[C:2]1[CH:7]=[CH:6][CH:5]=[CH:4][CH:3]=1.C(=O)([O-])[O-].[K+].[K+].F[C:34]1[CH:39]=[CH:38][C:37]([N+:40]([O-:42])=[O:41])=[CH:36][CH:35]=1, predict the reaction product. The product is: [CH2:1]([O:8][C:9]1[CH:14]=[C:13]([O:15][CH2:16][C:17]2[CH:22]=[CH:21][CH:20]=[CH:19][CH:18]=2)[CH:12]=[C:11]([O:23][C:34]2[CH:39]=[CH:38][C:37]([N+:40]([O-:42])=[O:41])=[CH:36][CH:35]=2)[C:10]=1[C:24](=[O:26])[CH3:25])[C:2]1[CH:7]=[CH:6][CH:5]=[CH:4][CH:3]=1. (4) Given the reactants [CH:1]([NH:5][C:6]1[S:7][C:8]2[C:13]([N:14]=1)=[CH:12][CH:11]=[C:10]([CH:15]=O)[N:9]=2)([CH2:3][CH3:4])[CH3:2].[NH4+].[OH-].[F:19][C:20]1[CH:25]=[CH:24][CH:23]=[CH:22][C:21]=1[CH:26]([N+:37]#[C-:38])S(C1C=CC(C)=CC=1)(=O)=O.[NH:39]1CCNCC1, predict the reaction product. The product is: [CH:1]([NH:5][C:6]1[S:7][C:8]2[C:13]([N:14]=1)=[CH:12][CH:11]=[C:10]([C:15]1[NH:39][CH:38]=[N:37][C:26]=1[C:21]1[CH:22]=[CH:23][CH:24]=[CH:25][C:20]=1[F:19])[N:9]=2)([CH2:3][CH3:4])[CH3:2].